Dataset: Rat liver microsome stability data. Task: Regression/Classification. Given a drug SMILES string, predict its absorption, distribution, metabolism, or excretion properties. Task type varies by dataset: regression for continuous measurements (e.g., permeability, clearance, half-life) or binary classification for categorical outcomes (e.g., BBB penetration, CYP inhibition). Dataset: rlm. (1) The compound is COc1ccc(C2Nc3ccccc3C(=O)N2Cc2cccnc2)cc1COc1c(C)cc(NC(C)=O)cc1C. The result is 1 (stable in rat liver microsomes). (2) The result is 1 (stable in rat liver microsomes). The molecule is CC(C)(C)c1ccc(-c2nc3c(N4CCN(Cc5ccc6c(c5)NCC(=O)N6)CC4)cccc3[nH]2)cc1. (3) The molecule is O=C(Nc1ccncc1)Nc1ccc(-c2nc(N3CCOCC3)c3ccn(CCN4CCCC4)c3n2)cc1. The result is 1 (stable in rat liver microsomes). (4) The compound is CCS(=O)(=O)Nc1ccccc1C(=O)Nc1nc(-c2ccccc2)cs1. The result is 1 (stable in rat liver microsomes). (5) The drug is Cn1c2ccccc2c2c3c(c4c5ccccc5n(CCC#N)c4c21)CNC3=O. The result is 1 (stable in rat liver microsomes). (6) The compound is NC(=O)C1CCCc2c1[nH]c1ccc(Cl)cc21. The result is 0 (unstable in rat liver microsomes). (7) The drug is Cc1ccc(S(=O)(=O)n2cc(C(=O)Nc3nc(-c4ccccc4)cs3)c3ccccc32)cc1. The result is 1 (stable in rat liver microsomes). (8) The compound is O=C(c1ccccc1)N1CCC(c2nc(O)n(-c3ccc(F)cc3)n2)CC1. The result is 0 (unstable in rat liver microsomes). (9) The drug is Cc1cccc2oc(NC3=NC4=C(C(=O)CCC4)C(c4[nH]ncc4Cl)N3)nc12. The result is 1 (stable in rat liver microsomes).